This data is from Full USPTO retrosynthesis dataset with 1.9M reactions from patents (1976-2016). The task is: Predict the reactants needed to synthesize the given product. Given the product [CH:1]1([CH2:4][C:5]2[C:6]([C:11]3[CH:16]=[CH:15][N:14]=[C:13]([S:17][CH3:18])[N:12]=3)=[CH:7][N:8]=[C:10]([NH:21][CH3:20])[N:32]=2)[CH2:2][CH2:3]1, predict the reactants needed to synthesize it. The reactants are: [CH:1]1([CH2:4][C:5](=O)/[C:6](/[C:11]2[CH:16]=[CH:15][N:14]=[C:13]([S:17][CH3:18])[N:12]=2)=[CH:7]\[N:8]([CH3:10])C)[CH2:3][CH2:2]1.[CH3:20][NH:21]C(N)=N.C([O-])([O-])=O.[K+].[K+].C[N:32](C=O)C.